From a dataset of NCI-60 drug combinations with 297,098 pairs across 59 cell lines. Regression. Given two drug SMILES strings and cell line genomic features, predict the synergy score measuring deviation from expected non-interaction effect. (1) Drug 1: C1=NC2=C(N=C(N=C2N1C3C(C(C(O3)CO)O)F)Cl)N. Drug 2: CC(C)(C#N)C1=CC(=CC(=C1)CN2C=NC=N2)C(C)(C)C#N. Cell line: NCI/ADR-RES. Synergy scores: CSS=0.450, Synergy_ZIP=1.31, Synergy_Bliss=4.48, Synergy_Loewe=-0.861, Synergy_HSA=-0.280. (2) Drug 1: C1CCC(C1)C(CC#N)N2C=C(C=N2)C3=C4C=CNC4=NC=N3. Drug 2: CNC(=O)C1=NC=CC(=C1)OC2=CC=C(C=C2)NC(=O)NC3=CC(=C(C=C3)Cl)C(F)(F)F. Cell line: HT29. Synergy scores: CSS=20.0, Synergy_ZIP=-2.90, Synergy_Bliss=-2.87, Synergy_Loewe=-22.2, Synergy_HSA=-6.95.